This data is from Forward reaction prediction with 1.9M reactions from USPTO patents (1976-2016). The task is: Predict the product of the given reaction. Given the reactants [N:1]1[CH:6]=[CH:5][CH:4]=[C:3]2[CH2:7][NH:8][CH2:9][C:2]=12.[H-].[Na+].I[CH2:13][CH3:14], predict the reaction product. The product is: [CH2:13]([N:8]1[CH2:7][C:3]2[C:2](=[N:1][CH:6]=[CH:5][CH:4]=2)[CH2:9]1)[CH3:14].